This data is from Reaction yield outcomes from USPTO patents with 853,638 reactions. The task is: Predict the reaction yield, written as a fraction of the theoretical maximum amount of product (1.0 means a 100% yield; for example, 0.34 means a 34% yield). (1) The reactants are C(OC(=O)[CH:5]([S:11]([C:20]1[CH:25]=[CH:24][C:23]([Cl:26])=[CH:22][CH:21]=1)([C:13]1[CH:18]=[CH:17][C:16]([Cl:19])=[CH:15][CH:14]=1)[CH3:12])[C:6](=[O:10])[CH:7]([F:9])[F:8])C.Cl. The catalyst is CN(C=O)C. The product is [Cl:19][C:16]1[CH:15]=[CH:14][C:13]([S:11]([C:20]2[CH:21]=[CH:22][C:23]([Cl:26])=[CH:24][CH:25]=2)([CH3:12])[CH2:5][C:6](=[O:10])[CH:7]([F:8])[F:9])=[CH:18][CH:17]=1. The yield is 0.570. (2) The reactants are [Br:1][C:2]1[CH:16]=[CH:15][C:5]([CH2:6][N:7]2[CH2:12][C@H:11]([CH3:13])[O:10][C@H:9]([CH3:14])[CH2:8]2)=[C:4](F)[CH:3]=1.C(NC([O:23][CH2:24][CH3:25])=O)C.[H-].[Na+]. The yield is 0.140. The product is [Br:1][C:2]1[CH:16]=[CH:15][C:5]([CH2:6][N:7]2[CH2:12][C@H:11]([CH3:13])[O:10][C@H:9]([CH3:14])[CH2:8]2)=[C:4]([O:23][CH2:24][CH3:25])[CH:3]=1. The catalyst is O1CCOCC1. (3) The reactants are [C:1]([C:3]1[CH:4]=[N:5][CH:6]=[CH:7][CH:8]=1)#[CH:2].[CH3:9][C:10]1([CH3:17])[C:14]([CH3:16])([CH3:15])[O:13][BH:12][O:11]1. The catalyst is C1(C)C=CC=CC=1. The product is [CH3:9][C:10]1([CH3:17])[C:14]([CH3:16])([CH3:15])[O:13][B:12](/[CH:2]=[CH:1]/[C:3]2[CH:4]=[N:5][CH:6]=[CH:7][CH:8]=2)[O:11]1. The yield is 0.500. (4) The reactants are [CH3:1][C:2]1[C:10]([N+:11]([O-:13])=[O:12])=[CH:9][CH:8]=[CH:7][C:3]=1[C:4]([OH:6])=[O:5].[Br:14]N1C(C)(C)C(=O)N(Br)C1=O. The catalyst is OS(O)(=O)=O. The product is [Br:14][C:8]1[CH:9]=[C:10]([N+:11]([O-:13])=[O:12])[C:2]([CH3:1])=[C:3]([CH:7]=1)[C:4]([OH:6])=[O:5]. The yield is 1.00. (5) The reactants are [I:1][C:2]1[CH:9]=[CH:8][CH:7]=[CH:6][C:3]=1[CH2:4][OH:5]. The catalyst is ClCCl.[O-2].[Mn+2]. The product is [I:1][C:2]1[CH:9]=[CH:8][CH:7]=[CH:6][C:3]=1[CH:4]=[O:5]. The yield is 0.910.